From a dataset of Forward reaction prediction with 1.9M reactions from USPTO patents (1976-2016). Predict the product of the given reaction. (1) Given the reactants [Br:1][C:2]1[CH:3]=[N:4][N:5]2[C:10]([NH:11][C:12]3[CH:17]=[C:16]([CH3:18])[CH:15]=[CH:14][C:13]=3[CH3:19])=[C:9]([C:20](O)=[O:21])[CH:8]=[N:7][C:6]=12.Cl.[F:24][C:25]1([C:31]2[CH:36]=[CH:35][CH:34]=[CH:33][CH:32]=2)[CH2:30][CH2:29][NH:28][CH2:27][CH2:26]1, predict the reaction product. The product is: [Br:1][C:2]1[CH:3]=[N:4][N:5]2[C:10]([NH:11][C:12]3[CH:17]=[C:16]([CH3:18])[CH:15]=[CH:14][C:13]=3[CH3:19])=[C:9]([C:20]([N:28]3[CH2:29][CH2:30][C:25]([F:24])([C:31]4[CH:32]=[CH:33][CH:34]=[CH:35][CH:36]=4)[CH2:26][CH2:27]3)=[O:21])[CH:8]=[N:7][C:6]=12. (2) Given the reactants [S:1]1[CH:5]=[CH:4][C:3]2[C:6]([OH:10])=[CH:7][CH:8]=[CH:9][C:2]1=2.[CH2:11](O)[CH:12]([CH3:14])[CH3:13].C1(P(C2C=CC=CC=2)C2C=CC=CC=2)C=CC=CC=1.CCOC(/N=N/C(OCC)=O)=O, predict the reaction product. The product is: [CH2:11]([O:10][C:6]1[C:3]2[CH:4]=[CH:5][S:1][C:2]=2[CH:9]=[CH:8][CH:7]=1)[CH:12]([CH3:14])[CH3:13]. (3) Given the reactants Cl[C:2]1[CH:3]=[C:4]([C:9]2[N:13]3[C:14]4[N:22]=[C:21]([O:23][CH3:24])[CH:20]=[CH:19][C:15]=4[N:16]=[C:17]([CH3:18])[C:12]3=[C:11]([CH3:25])[N:10]=2)[CH:5]=[C:6](Cl)[CH:7]=1.CCN(CC)CC.[CH3:33][C:34]1C=CC=C[C:35]=1C#C, predict the reaction product. The product is: [CH3:24][O:23][C:21]1[CH:20]=[CH:19][C:15]2[N:16]=[C:17]([CH3:18])[C:12]3[N:13]([C:9]([C:4]#[C:3][C:2]4[CH:7]=[CH:6][CH:5]=[CH:33][C:34]=4[CH3:35])=[N:10][C:11]=3[CH3:25])[C:14]=2[N:22]=1. (4) Given the reactants [NH:1]1[CH2:6][CH2:5][CH:4]([C:7]([O:9][C:10]([CH3:13])([CH3:12])[CH3:11])=[O:8])[CH2:3][CH2:2]1.[CH3:14][C:15]1[C:23]([C@@H:24]2[CH2:26][O:25]2)=[CH:22][CH:21]=[C:20]2[C:16]=1[CH2:17][O:18][C:19]2=[O:27], predict the reaction product. The product is: [OH:25][C@H:24]([C:23]1[C:15]([CH3:14])=[C:16]2[C:20](=[CH:21][CH:22]=1)[C:19](=[O:27])[O:18][CH2:17]2)[CH2:26][N:1]1[CH2:6][CH2:5][CH:4]([C:7]([O:9][C:10]([CH3:13])([CH3:12])[CH3:11])=[O:8])[CH2:3][CH2:2]1. (5) Given the reactants [F:1][CH:2]([F:21])[C:3]1[C:8]([F:9])=[CH:7][C:6](B2OC(C)(C)C(C)(C)O2)=[C:5]([O:19][CH3:20])[CH:4]=1.[Br:22][C:23]1[CH:32]=[C:31]2[C:26]([C:27](Cl)=[N:28][C:29]([CH3:33])=[N:30]2)=[CH:25][CH:24]=1.C(=O)([O-])[O-].[K+].[K+].O, predict the reaction product. The product is: [Br:22][C:23]1[CH:32]=[C:31]2[C:26]([C:27]([C:6]3[CH:7]=[C:8]([F:9])[C:3]([CH:2]([F:1])[F:21])=[CH:4][C:5]=3[O:19][CH3:20])=[N:28][C:29]([CH3:33])=[N:30]2)=[CH:25][CH:24]=1.